Dataset: Full USPTO retrosynthesis dataset with 1.9M reactions from patents (1976-2016). Task: Predict the reactants needed to synthesize the given product. The reactants are: FC(F)(F)[C:3]1[CH:4]=[C:5]([CH:19]=[CH:20][CH:21]=1)[CH2:6][O:7][N:8]1C(=O)C2=CC=CC=C2C1=O.O.NN.[Cl:27][CH2:28]Cl.[CH2:30](O)[CH3:31]. Given the product [ClH:27].[CH:30]([C:21]1[CH:3]=[CH:4][C:5]([CH2:6][O:7][NH2:8])=[CH:19][CH:20]=1)([CH3:31])[CH3:28], predict the reactants needed to synthesize it.